Dataset: Catalyst prediction with 721,799 reactions and 888 catalyst types from USPTO. Task: Predict which catalyst facilitates the given reaction. (1) The catalyst class is: 192. Product: [Cl:8][C:7]1[C:2]([Cl:1])=[C:3]([S:25](=[O:27])(=[O:26])[NH:28][C@@H:29]([CH2:34][CH3:35])[C:30]([F:31])([F:32])[F:33])[CH:4]=[CH:5][C:6]=1[C:9]1[S:13][C:12]([C:14]2[O:15][C:16]([C:19]([OH:22])([CH3:21])[CH3:20])=[N:17][N:18]=2)=[N:11][C:10]=1[C:23]([OH:49])=[O:24]. Reactant: [Cl:1][C:2]1[C:7]([Cl:8])=[C:6]([C:9]2[S:13][C:12]([C:14]3[O:15][C:16]([C:19]([OH:22])([CH3:21])[CH3:20])=[N:17][N:18]=3)=[N:11][C:10]=2[CH2:23][OH:24])[CH:5]=[CH:4][C:3]=1[S:25]([NH:28][C@@H:29]([CH2:34][CH3:35])[C:30]([F:33])([F:32])[F:31])(=[O:27])=[O:26].CC1(C)N([O])C(C)(C)CCC1.C(O)(=[O:49])C.C(O)(=O)C.IC1C=CC=CC=1. (2) Reactant: C([O:3][C:4](=O)[C:5]([C:21]([F:24])([F:23])[F:22])([OH:20])[CH2:6][C:7]([C:10]1[CH:15]=[CH:14][C:13]([Cl:16])=[C:12]([F:17])[C:11]=1[O:18][CH3:19])([CH3:9])[CH3:8])C.[H-].[H-].[H-].[H-].[Li+].[Al+3].C([O-])(O)=O.[Na+]. Product: [Cl:16][C:13]1[CH:14]=[CH:15][C:10]([C:7]([CH3:9])([CH3:8])[CH2:6][C:5]([OH:20])([C:21]([F:24])([F:23])[F:22])[CH:4]=[O:3])=[C:11]([O:18][CH3:19])[C:12]=1[F:17]. The catalyst class is: 27. (3) Reactant: C([O:5][C:6](=[O:31])[C:7]([CH3:30])([CH3:29])[CH2:8][NH:9][C@@H:10]([C:13]1[CH:18]=[CH:17][C:16]([Cl:19])=[C:15]([C:20]([C:22]2[CH:23]=[N:24][CH:25]=[CH:26][CH:27]=2)=[O:21])[C:14]=1[F:28])[CH2:11][CH3:12])C(C)C.[OH-].[Na+]. Product: [Cl:19][C:16]1[CH:17]=[CH:18][C:13]([C@H:10]([NH:9][CH2:8][C:7]([CH3:30])([CH3:29])[C:6]([OH:31])=[O:5])[CH2:11][CH3:12])=[C:14]([F:28])[C:15]=1[C:20]([C:22]1[CH:23]=[N:24][CH:25]=[CH:26][CH:27]=1)=[O:21]. The catalyst class is: 1.